From a dataset of Reaction yield outcomes from USPTO patents with 853,638 reactions. Predict the reaction yield, written as a fraction of the theoretical maximum amount of product (1.0 means a 100% yield; for example, 0.34 means a 34% yield). The reactants are [OH:1][C:2]1[CH:3]=[C:4]([CH:12]=[O:13])[C:5]2[C:10]([CH:11]=1)=[CH:9][CH:8]=[CH:7][CH:6]=2.[CH3:14][N:15]([CH3:19])[C:16](Cl)=[O:17].[Cl-].[NH4+]. The product is [CH3:14][N:15]([CH3:19])[C:16](=[O:17])[O:1][C:2]1[CH:3]=[C:4]([CH:12]=[O:13])[C:5]2[C:10](=[CH:9][CH:8]=[CH:7][CH:6]=2)[CH:11]=1. The yield is 0.890. The catalyst is N1C=CC=CC=1.